From a dataset of Full USPTO retrosynthesis dataset with 1.9M reactions from patents (1976-2016). Predict the reactants needed to synthesize the given product. Given the product [F:34][C:2]1([F:1])[O:6][C:5]2[CH:7]=[CH:8][C:9]([C:11]3([C:14]([NH:16][C@@H:17]4[CH2:22][CH2:21][O:20][C@H:19]([C:23]5[CH:32]=[CH:31][C:26]([C:27]([OH:29])=[O:28])=[CH:25][C:24]=5[CH3:33])[CH2:18]4)=[O:15])[CH2:12][CH2:13]3)=[CH:10][C:4]=2[O:3]1, predict the reactants needed to synthesize it. The reactants are: [F:1][C:2]1([F:34])[O:6][C:5]2[CH:7]=[CH:8][C:9]([C:11]3([C:14]([NH:16][C@@H:17]4[CH2:22][CH2:21][O:20][C@H:19]([C:23]5[CH:32]=[CH:31][C:26]([C:27]([O:29]C)=[O:28])=[CH:25][C:24]=5[CH3:33])[CH2:18]4)=[O:15])[CH2:13][CH2:12]3)=[CH:10][C:4]=2[O:3]1.[OH-].[Na+].